From a dataset of Catalyst prediction with 721,799 reactions and 888 catalyst types from USPTO. Predict which catalyst facilitates the given reaction. (1) Reactant: [CH3:1][C:2]([CH:4]1[CH2:9][CH:8]2[O:10][C:7]2([CH3:11])[CH2:6][CH2:5]1)=[CH2:3].[Cl-].[Li+].[NH:14]1[CH2:19][CH2:18][O:17][CH2:16][CH2:15]1. Product: [C:2]([CH:4]1[CH2:5][CH2:6][C:7]([CH3:11])([OH:10])[CH:8]([N:14]2[CH2:19][CH2:18][O:17][CH2:16][CH2:15]2)[CH2:9]1)([CH3:1])=[CH2:3]. The catalyst class is: 8. (2) Reactant: [Br:1][C:2]1[CH:15]=[CH:14][C:5](/[CH:6]=[N:7]/[S@@:8]([C:10]([CH3:13])([CH3:12])[CH3:11])=[O:9])=[CH:4][CH:3]=1.[C:16]1([Mg]Br)[CH:21]=[CH:20][CH:19]=[CH:18][CH:17]=1. Product: [Br:1][C:2]1[CH:15]=[CH:14][C:5]([C@@H:6]([C:16]2[CH:21]=[CH:20][CH:19]=[CH:18][CH:17]=2)[NH:7][S@:8]([C:10]([CH3:11])([CH3:12])[CH3:13])=[O:9])=[CH:4][CH:3]=1. The catalyst class is: 1. (3) The catalyst class is: 682. Reactant: C[O:2][C:3]1[CH:20]=[CH:19][C:18]2[C@@H:17]3[C@:8]([CH:23]=[CH2:24])([C@H:9]4[C@@:13]([CH2:15][CH2:16]3)([CH3:14])[C@@H:12]([OH:21])[C@H:11]([F:22])[CH2:10]4)[CH2:7][CH2:6][C:5]=2[CH:4]=1. Product: [F:22][C@@H:11]1[CH2:10][C@H:9]2[C@@:8]3([CH:23]=[CH2:24])[C@H:17]([CH2:16][CH2:15][C@:13]2([CH3:14])[C@H:12]1[OH:21])[C:18]1[CH:19]=[CH:20][C:3]([OH:2])=[CH:4][C:5]=1[CH2:6][CH2:7]3. (4) Reactant: [NH2:1][C:2]1[CH:7]=[C:6]([Cl:8])[N:5]=[C:4]([NH:9][CH2:10][CH3:11])[N:3]=1.[C:12](Cl)(=[O:17])[C:13]([CH3:16])([CH3:15])[CH3:14].C([O-])([O-])=O.[Na+].[Na+]. Product: [C:12]([NH:1][C:2]1[CH:7]=[C:6]([Cl:8])[N:5]=[C:4]([NH:9][CH2:10][CH3:11])[N:3]=1)(=[O:17])[C:13]([CH3:16])([CH3:15])[CH3:14]. The catalyst class is: 424. (5) Reactant: C([O:3][C:4](=[O:44])[C:5]([O:8][C:9]1[CH:14]=[CH:13][C:12]([O:15][CH2:16][CH2:17][C:18]2[N:19]=[C:20]([C:24]3[CH:29]=[CH:28][C:27]([C:30]4[CH:35]=[CH:34][CH:33]=[CH:32][CH:31]=4)=[CH:26][CH:25]=3)[O:21][C:22]=2[CH3:23])=[CH:11][C:10]=1[CH2:36][CH2:37][C:38]1[CH:43]=[CH:42][CH:41]=[CH:40][CH:39]=1)([CH3:7])[CH3:6])C.[OH-].[Na+]. Product: [C:27]1([C:30]2[CH:31]=[CH:32][CH:33]=[CH:34][CH:35]=2)[CH:26]=[CH:25][C:24]([C:20]2[O:21][C:22]([CH3:23])=[C:18]([CH2:17][CH2:16][O:15][C:12]3[CH:13]=[CH:14][C:9]([O:8][C:5]([CH3:7])([CH3:6])[C:4]([OH:44])=[O:3])=[C:10]([CH2:36][CH2:37][C:38]4[CH:43]=[CH:42][CH:41]=[CH:40][CH:39]=4)[CH:11]=3)[N:19]=2)=[CH:29][CH:28]=1. The catalyst class is: 8. (6) Reactant: [Cl:1][C:2]1[C:3]([NH2:9])=[N:4][CH:5]=[N:6][C:7]=1Cl.[F:10][C@H:11]1[C@@H:16]([C:17]2[N:18]([CH2:33][CH2:34][NH2:35])[CH:19]=[C:20]([C:22]3[CH:27]=[CH:26][C:25]([F:28])=[C:24]([C:29]([F:32])([F:31])[F:30])[CH:23]=3)[N:21]=2)[CH2:15][CH2:14][NH:13][CH2:12]1.C(N(C(C)C)C(C)C)C. Product: [NH2:35][CH2:34][CH2:33][N:18]1[CH:19]=[C:20]([C:22]2[CH:27]=[CH:26][C:25]([F:28])=[C:24]([C:29]([F:31])([F:30])[F:32])[CH:23]=2)[N:21]=[C:17]1[C@H:16]1[CH2:15][CH2:14][N:13]([NH:9][C:3]2[C:2]([Cl:1])=[CH:7][N:6]=[CH:5][N:4]=2)[CH2:12][C@H:11]1[F:10]. The catalyst class is: 10.